This data is from Peptide-MHC class II binding affinity with 134,281 pairs from IEDB. The task is: Regression. Given a peptide amino acid sequence and an MHC pseudo amino acid sequence, predict their binding affinity value. This is MHC class II binding data. (1) The peptide sequence is ECGGILQAYDLRDAP. The MHC is DRB1_1602 with pseudo-sequence DRB1_1602. The binding affinity (normalized) is 0.209. (2) The peptide sequence is AFILRGDNLFPKV. The MHC is DRB1_0401 with pseudo-sequence DRB1_0401. The binding affinity (normalized) is 0.653. (3) The peptide sequence is SDFSSTSLMDKLKED. The MHC is DRB1_0101 with pseudo-sequence DRB1_0101. The binding affinity (normalized) is 0.545. (4) The peptide sequence is TGGNSPVQEFTVPRT. The MHC is DRB1_0404 with pseudo-sequence DRB1_0404. The binding affinity (normalized) is 0.134. (5) The peptide sequence is KKKCDTLLCDIGESSSS. The MHC is DRB3_0101 with pseudo-sequence DRB3_0101. The binding affinity (normalized) is 0.406. (6) The binding affinity (normalized) is 0.604. The peptide sequence is VAAFTEALRIIAGVL. The MHC is DRB4_0101 with pseudo-sequence DRB4_0103.